From a dataset of Reaction yield outcomes from USPTO patents with 853,638 reactions. Predict the reaction yield, written as a fraction of the theoretical maximum amount of product (1.0 means a 100% yield; for example, 0.34 means a 34% yield). The reactants are [CH3:1][C:2]1[CH:3]=[C:4]([C:9]2[N:10]=[CH:11][C:12]([NH:15][C:16](=[O:32])[C:17]3[CH:22]=[C:21]([N:23]4[CH2:28][CH2:27][CH2:26][CH2:25][CH2:24]4)[CH:20]=[CH:19][C:18]=3[N+:29]([O-])=O)=[N:13][CH:14]=2)[CH:5]=[CH:6][C:7]=1[CH3:8]. The catalyst is CO.[Pd]. The product is [NH2:29][C:18]1[CH:19]=[CH:20][C:21]([N:23]2[CH2:28][CH2:27][CH2:26][CH2:25][CH2:24]2)=[CH:22][C:17]=1[C:16]([NH:15][C:12]1[CH:11]=[N:10][C:9]([C:4]2[CH:5]=[CH:6][C:7]([CH3:8])=[C:2]([CH3:1])[CH:3]=2)=[CH:14][N:13]=1)=[O:32]. The yield is 0.550.